From a dataset of Reaction yield outcomes from USPTO patents with 853,638 reactions. Predict the reaction yield, written as a fraction of the theoretical maximum amount of product (1.0 means a 100% yield; for example, 0.34 means a 34% yield). The reactants are CC([O-])(C)C.[K+].[N+:7]([CH2:9][C:10]([O:12][CH2:13][CH3:14])=[O:11])#[C-:8].[CH:15]1([N:18]=[C:19]=[S:20])[CH2:17][CH2:16]1.C(O)(=O)C. The catalyst is C1COCC1. The product is [CH2:13]([O:12][C:10]([C:9]1[N:7]=[CH:8][S:20][C:19]=1[NH:18][CH:15]1[CH2:17][CH2:16]1)=[O:11])[CH3:14]. The yield is 0.370.